From a dataset of Catalyst prediction with 721,799 reactions and 888 catalyst types from USPTO. Predict which catalyst facilitates the given reaction. (1) Reactant: [Cl:1][C:2]1[N:7]=[C:6]([C:8]([F:11])(F)F)[CH:5]=[CH:4][N:3]=1.[NH2:12][C@@H:13]1[CH2:18][CH2:17][C@H:16]([NH:19][C:20](=[O:29])[C:21]2[CH:26]=[CH:25][C:24]([F:27])=[C:23]([F:28])[CH:22]=2)[CH2:15][CH2:14]1.C([O-])(O)=O.[Na+]. Product: [ClH:1].[F:28][C:23]1[CH:22]=[C:21]([CH:26]=[CH:25][C:24]=1[F:27])[C:20]([NH:19][C@H:16]1[CH2:15][CH2:14][C@@H:13]([NH:12][C:2]2[N:7]=[C:6]([CH2:8][F:11])[CH:5]=[CH:4][N:3]=2)[CH2:18][CH2:17]1)=[O:29]. The catalyst class is: 51. (2) Reactant: [C:1]([O:9][CH:10]([C@@H:13]1[CH2:17][C@@H:16](OC(OC2C=CC=CC=2)=S)[C@H:15]([N:28]2[C:32]3[N:33]=[C:34]([NH2:38])[NH:35][C:36](=[O:37])[C:31]=3[S:30][C:29]2=[O:39])[O:14]1)[CH2:11][CH3:12])(=[O:8])[C:2]1[CH:7]=[CH:6][CH:5]=[CH:4][CH:3]=1.N(C(C)(C)C#N)=N[C:42](C)([CH3:45])[C:43]#N.C([Sn](CCCC)(CCCC)CCCC)C=C. Product: [C:1]([O:9][CH:10]([C@@H:13]1[CH2:17][C@@H:16]([CH2:45][CH:42]=[CH2:43])[C@H:15]([N:28]2[C:32]3[N:33]=[C:34]([NH2:38])[NH:35][C:36](=[O:37])[C:31]=3[S:30][C:29]2=[O:39])[O:14]1)[CH2:11][CH3:12])(=[O:8])[C:2]1[CH:3]=[CH:4][CH:5]=[CH:6][CH:7]=1. The catalyst class is: 11. (3) Reactant: [OH:1][NH:2][C:3]([C:5]1[CH:22]=[CH:21][C:8]2[N:9]=[C:10]([N:12]3[CH2:17][CH2:16][N:15]([CH:18]([CH3:20])[CH3:19])[CH2:14][CH2:13]3)[S:11][C:7]=2[CH:6]=1)=[NH:4].[C:23](Cl)(=O)[C:24]1[CH:29]=[CH:28][N:27]=[CH:26][CH:25]=1. Product: [CH:18]([N:15]1[CH2:14][CH2:13][N:12]([C:10]2[S:11][C:7]3[CH:6]=[C:5]([C:3]4[N:4]=[C:23]([C:24]5[CH:29]=[CH:28][N:27]=[CH:26][CH:25]=5)[O:1][N:2]=4)[CH:22]=[CH:21][C:8]=3[N:9]=2)[CH2:17][CH2:16]1)([CH3:19])[CH3:20]. The catalyst class is: 15.